From a dataset of Reaction yield outcomes from USPTO patents with 853,638 reactions. Predict the reaction yield, written as a fraction of the theoretical maximum amount of product (1.0 means a 100% yield; for example, 0.34 means a 34% yield). (1) The reactants are S(=[N:3][C:4]1[CH:9]=[CH:8][CH:7]=[C:6]([F:10])[C:5]=1[N:11]=[S:12]=O)=O.O.[Cl:15][S:16](O)(=[O:18])=[O:17]. No catalyst specified. The product is [F:10][C:6]1[C:5]2=[N:11][S:12][N:3]=[C:4]2[C:9]([S:16]([Cl:15])(=[O:18])=[O:17])=[CH:8][CH:7]=1. The yield is 0.150. (2) The reactants are [NH2:1][C:2]1[CH:7]=[C:6]([Cl:8])[CH:5]=[CH:4][C:3]=1[S:9][CH2:10][CH2:11][C:12]([N:14]([CH3:16])[CH3:15])=[O:13].[F:17][C:18]1[CH:23]=[C:22]([F:24])[CH:21]=[CH:20][C:19]=1[S:25](Cl)(=[O:27])=[O:26]. The catalyst is N1C=CC=CC=1. The product is [Cl:8][C:6]1[CH:5]=[CH:4][C:3]([S:9][CH2:10][CH2:11][C:12]([N:14]([CH3:15])[CH3:16])=[O:13])=[C:2]([NH:1][S:25]([C:19]2[CH:20]=[CH:21][C:22]([F:24])=[CH:23][C:18]=2[F:17])(=[O:27])=[O:26])[CH:7]=1. The yield is 0.720. (3) The reactants are Br[C:2]1[N:6]([C:7]2[CH:12]=[CH:11][C:10]([F:13])=[CH:9][C:8]=2[CH3:14])[N:5]=[C:4]([C:15]([F:18])([F:17])[F:16])[CH:3]=1.C([Li])CCC.[B:24](OC(C)C)([O:29]C(C)C)[O:25]C(C)C. The catalyst is C1COCC1. The product is [F:13][C:10]1[CH:11]=[CH:12][C:7]([N:6]2[C:2]([B:24]([OH:29])[OH:25])=[CH:3][C:4]([C:15]([F:18])([F:17])[F:16])=[N:5]2)=[C:8]([CH3:14])[CH:9]=1. The yield is 1.00. (4) The yield is 0.680. The reactants are [CH2:1]([OH:6])[C:2]([F:5])([F:4])[F:3].[H-].[Na+].[NH:9]([C:16]1[N:17]([C:29]2[CH:34]=[CH:33][CH:32]=[CH:31][CH:30]=2)[C:18]2[C:23]([C:24](=[O:26])[CH:25]=1)=[C:22](Cl)[N:21]=[C:20]([CH3:28])[CH:19]=2)[C:10]1[CH:15]=[CH:14][CH:13]=[CH:12][CH:11]=1. The catalyst is CS(C)=O. The product is [NH:9]([C:16]1[N:17]([C:29]2[CH:30]=[CH:31][CH:32]=[CH:33][CH:34]=2)[C:18]2[C:23]([C:24](=[O:26])[CH:25]=1)=[C:22]([O:6][CH2:1][C:2]([F:5])([F:4])[F:3])[N:21]=[C:20]([CH3:28])[CH:19]=2)[C:10]1[CH:11]=[CH:12][CH:13]=[CH:14][CH:15]=1.